Regression. Given a peptide amino acid sequence and an MHC pseudo amino acid sequence, predict their binding affinity value. This is MHC class I binding data. From a dataset of Peptide-MHC class I binding affinity with 185,985 pairs from IEDB/IMGT. (1) The peptide sequence is NISLPLYTV. The MHC is HLA-A02:16 with pseudo-sequence HLA-A02:16. The binding affinity (normalized) is 0.611. (2) The peptide sequence is DLAQDPMLI. The MHC is HLA-A02:01 with pseudo-sequence HLA-A02:01. The binding affinity (normalized) is 0.0847.